This data is from Full USPTO retrosynthesis dataset with 1.9M reactions from patents (1976-2016). The task is: Predict the reactants needed to synthesize the given product. (1) Given the product [Cl:38][C:32]1[CH:33]=[CH:34][CH:35]=[C:36]([Cl:37])[C:31]=1[C:30]([NH:29][C@H:28]([C:40]([OH:42])=[O:41])[CH2:27][C:24]1[CH:23]=[CH:22][C:21]([N:17]2[CH2:18][CH2:19][N:14]([C:11]3[CH:10]=[CH:9][C:8]([F:7])=[CH:13][CH:12]=3)[CH2:15][CH2:16]2)=[CH:26][N:25]=1)=[O:39], predict the reactants needed to synthesize it. The reactants are: C(=O)([O-])[O-].[Cs+].[Cs+].[F:7][C:8]1[CH:13]=[CH:12][C:11]([N:14]2[CH2:19][CH2:18][NH:17][CH2:16][CH2:15]2)=[CH:10][CH:9]=1.Br[C:21]1[CH:22]=[CH:23][C:24]([CH2:27][C@@H:28]([C:40]([O:42]C)=[O:41])[NH:29][C:30](=[O:39])[C:31]2[C:36]([Cl:37])=[CH:35][CH:34]=[CH:33][C:32]=2[Cl:38])=[N:25][CH:26]=1.[Li+].[OH-]. (2) The reactants are: [Cl:1][C:2]1[CH:19]=[C:18]([CH3:20])[CH:17]=[C:16]([Cl:21])[C:3]=1[O:4][CH2:5][CH2:6][O:7][C:8]1[CH:15]=[CH:14][C:11]([CH:12]=[O:13])=[CH:10][CH:9]=1.[BH4-].[Na+]. Given the product [Cl:1][C:2]1[CH:19]=[C:18]([CH3:20])[CH:17]=[C:16]([Cl:21])[C:3]=1[O:4][CH2:5][CH2:6][O:7][C:8]1[CH:15]=[CH:14][C:11]([CH2:12][OH:13])=[CH:10][CH:9]=1, predict the reactants needed to synthesize it. (3) Given the product [P:6]([O:8][CH2:9][CH2:10][O:11][C:12]([N:14]1[C:22]2[C:17](=[CH:18][CH:19]=[C:20]([C:23]([F:24])([F:25])[F:26])[CH:21]=2)[C@@:16]([C:28]2[CH:33]=[C:32]([Cl:34])[CH:31]=[CH:30][C:29]=2[O:35][CH3:36])([F:27])[C:15]1=[O:37])=[O:13])([OH:7])([OH:39])=[O:5], predict the reactants needed to synthesize it. The reactants are: C([O:5][P:6]([O:39]C(C)(C)C)([O:8][CH:9](C)[CH2:10][O:11][C:12]([N:14]1[C:22]2[C:17](=[CH:18][CH:19]=[C:20]([C:23]([F:26])([F:25])[F:24])[CH:21]=2)[C@@:16]([C:28]2[CH:33]=[C:32]([Cl:34])[CH:31]=[CH:30][C:29]=2[O:35][CH3:36])([F:27])[C:15]1=[O:37])=[O:13])=[O:7])(C)(C)C.OCCOP(=O)(OC(C)(C)C)OC(C)(C)C. (4) The reactants are: [CH2:1]([O:3][C:4](=[O:7])[CH2:5][SH:6])[CH3:2].[H-].[Na+].Br[C:11]1[CH:18]=[CH:17][C:14]([CH:15]=[O:16])=[CH:13][CH:12]=1. Given the product [CH:15]([C:14]1[CH:17]=[CH:18][C:11]([S:6][CH2:5][C:4]([O:3][CH2:1][CH3:2])=[O:7])=[CH:12][CH:13]=1)=[O:16], predict the reactants needed to synthesize it. (5) Given the product [Cl:55][CH2:2][C:3]1[CH:8]=[CH:7][C:6]([NH:9][C:10](=[O:52])[O:11][CH2:12][C:13]2[CH:18]=[CH:17][C:16]([NH:19][C:20](=[O:51])[C@@H:21]([NH:29][C:30](=[O:50])[C@@H:31]([NH:35][C:36](=[O:49])[CH2:37][CH2:38][CH2:39][CH2:40][CH2:41][N:42]3[C:46](=[O:47])[CH:45]=[CH:44][C:43]3=[O:48])[CH:32]([CH3:34])[CH3:33])[CH2:22][CH2:23][CH2:24][NH:25][C:26]([NH2:28])=[O:27])=[CH:15][CH:14]=2)=[CH:5][CH:4]=1, predict the reactants needed to synthesize it. The reactants are: O[CH2:2][C:3]1[CH:8]=[CH:7][C:6]([NH:9][C:10](=[O:52])[O:11][CH2:12][C:13]2[CH:18]=[CH:17][C:16]([NH:19][C:20](=[O:51])[C@@H:21]([NH:29][C:30](=[O:50])[C@@H:31]([NH:35][C:36](=[O:49])[CH2:37][CH2:38][CH2:39][CH2:40][CH2:41][N:42]3[C:46](=[O:47])[CH:45]=[CH:44][C:43]3=[O:48])[CH:32]([CH3:34])[CH3:33])[CH2:22][CH2:23][CH2:24][NH:25][C:26]([NH2:28])=[O:27])=[CH:15][CH:14]=2)=[CH:5][CH:4]=1.S(Cl)([Cl:55])=O.